This data is from Experimentally validated miRNA-target interactions with 360,000+ pairs, plus equal number of negative samples. The task is: Binary Classification. Given a miRNA mature sequence and a target amino acid sequence, predict their likelihood of interaction. (1) The miRNA is mmu-miR-760-5p with sequence CCCCUCAGGCCACCAGAGCCCGG. The protein sequence of the target gene is MLRHGALTALWITLSVVQTGVAEQVKCNFTLLESRVSSLSASIQWRTFASPCNFSLIYSSDTSGPMWCHPIRIDNFTYGCNPKDLQAGTVYNFRIVSLDGEESTLVLQTDPLPPARFEVNREKTASTTLQVRWTPSSGKVSWYEVQLFDHNNQKIQEVQVQESTTWSQYTFLNLTEGNSYKVAITAVSGEKRSFPVYINGSTVPSPVKDLGISPNPNSLLISWSRGSGNVEQYRLVLMDKGAIVQDTNVDRRDTSYAFHELTPGHLYNLTIVTMASGLQNSRWKLVRTAPMEVSNLKVTN.... Result: 0 (no interaction). (2) The miRNA is hsa-miR-518d-3p with sequence CAAAGCGCUUCCCUUUGGAGC. The protein sequence of the target gene is MLAGAGRPGLPQGRHLCWLLCAFTLKLCQAEAPVQEEKLSASTSNLPCWLVEEFVVAEECSPCSNFRAKTTPECGPTGYVEKITCSSSKRNEFKSCRSALMEQRLFWKFEGAVVCVALIFACLVIIRQRQLDRKALEKVRKQIESI. Result: 0 (no interaction). (3) The miRNA is hsa-miR-215-3p with sequence UCUGUCAUUUCUUUAGGCCAAUA. The protein sequence of the target gene is MPQALERADGSWAWVVLLATMVTQGLTLGFPTCIGIFFTELQWEFQASNSETSWFPSILTAVLHMAGPLCSILVGRFGCRVTVMLGGVLASLGMVASSFSHNLSQLYFTAGFITGLGMCFSFQSSITVLGFYFVRRRVLANALASMGVSLGITLWPLLSRYLLENLGWRGTFLVFGGIFLHCCICGAIIRPVATSVAPETKECPPPPPETPALGCLAACGRTIQRHLAFDILRHNTGYCVYILGVMWSVLGFPLPQVFLVPYAMWHSVDEQQAALLISIIGFSNIFLRPLAGLMAGRPAF.... Result: 1 (interaction). (4) The miRNA is hsa-miR-3186-5p with sequence CAGGCGUCUGUCUACGUGGCUU. The protein sequence of the target gene is MMPMILTVFLSNNEQILTEVPITPETTCRDVVEFCKEPGEGGCHLAEVWRGSERPIPYDHMMYEHLQKWGPRREEVKFFLRHEDSPTESSEQGARQTQEQRTQRSVVNVPGEKRTENGVGNPRVELTLSELQDMAARQQQQIENQQQMLVAKEQRLHFLKQQERRQQQSVSENEKLQKLKERVEAQENKLKKIRAMRGQVDYSKIMNGNLSAEIERFSAMFQEKKQEVQTAILRVDQLSQQLEDLKKGKLNGFQSYNGRLTGPAAVELKRLYQELQIRNQLNQEQNSKLQQQKELLNKRN.... Result: 0 (no interaction). (5) The miRNA is mmu-miR-1934-5p with sequence UCUGGUCCCCUGCUUCGUCCUCU. The protein sequence of the target gene is MGCRQSSEEKEAARRSRRIDRHLRSESQRQRREIKLLLLGTSNSGKSTIVKQMKIIHSGGFNLEACKEYKPLIIYNAIDSLTRIIRALAALRIDFHNPDRAYDAVQLFALTGPAESKGEITPELLGVMRRLWADPGAQACFSRSSEYHLEDNAAYYLNDLERIAAADYIPTVEDILRSRDMTTGIVENKFTFKELTFKMVDVGGQRSERKKWIHCFEGVTAIIFCVELSGYDLKLYEDNQTSRMAESLRLFDSICNNNWFINTSLILFLNKKDLLAEKIRRIPLTICFPEYKGQNTYEEA.... Result: 0 (no interaction). (6) The miRNA is hsa-miR-6876-3p with sequence AGCUGUCUGUGUUUUCCUUCUCAG. The protein sequence of the target gene is MPGLSCRFYQHKFPEVEDVVMVNVRSIAEMGAYVSLLEYNNIEGMILLSELSRRRIRSINKLIRIGRNECVVVIRVDKEKGYIDLSKRRVSPEEAIKCEDKFTKSKTVYSILRHVAEVLEYTKDEQLESLFQRTAWVFDDKYKRPGYGAYDAFKHAVSDPSILDSLDLNEDEREVLINNINRRLTPQAVKIRADIEVACYGYEGIDAVKEALRAGLNCSTETMPIKINLIAPPRYVMTTTTLERTEGLSVLNQAMAVIKEKIEEKRGVFNVQMEPKVVTDTDETELARQLERLERENAEV.... Result: 0 (no interaction). (7) The miRNA is hsa-miR-6801-5p with sequence UGGUCAGAGGCAGCAGGAAAUGA. The protein sequence of the target gene is MSAEVETSEGVDESEKKNSGALEKENQMRMADLSELLKEGTKEAHDRAENTQFVKDFLKGNIKKELFKLATTALYFTYSALEEEMERNKDHPAFAPLYFPMELHRKEALTKDMEYFFGENWEEQVQCPKAAQKYVERIHYIGQNEPELLVAHAYTRYMGDLSGGQVLKKVAQRALKLPSTGEGTQFYLFENVDNAQQFKQLYRARMNALDLNMKTKERIVEEANKAFEYNMQIFNELDQAGSTLARETLEDGFPVHDGKGDMRKCPFYAAEQDKGALEGSSCPFRTAMAVLRKPSLQFIL.... Result: 0 (no interaction). (8) The miRNA is hsa-miR-551b-3p with sequence GCGACCCAUACUUGGUUUCAG. The protein sequence of the target gene is MATTVPDGCRNGLKSKYYRLCDKAEAWGIVLETVATAGVVTSVAFMLTLPILVCKVQDSNRRKMLPTQFLFLLGVLGIFGLTFAFIIGLDGSTGPTRFFLFGILFSICFSCLLAHAVSLTKLVRGRKPLSLLVILGLAVGFSLVQDVIAIEYIVLTMNRTNVNVFSELSAPRRNEDFVLLLTYVLFLMALTFLMSSFTFCGSFTGWKRHGAHIYLTMLLSIAIWVAWITLLMLPDFDRRWDDTILSSALAANGWVFLLAYVSPEFWLLTKQRNPMDYPVEDAFCKPQLVKKSYGVENRAY.... Result: 0 (no interaction).